From a dataset of Reaction yield outcomes from USPTO patents with 853,638 reactions. Predict the reaction yield, written as a fraction of the theoretical maximum amount of product (1.0 means a 100% yield; for example, 0.34 means a 34% yield). (1) The reactants are C([O:4][C@@:5]1([CH2:36][CH3:37])[C:33]2[CH:32]=[C:31]3[N:11]([CH2:12][C:13]4[C:14]3=[N:15][C:16]3[C:17]5[C:18]=4[N:19]([CH2:27][CH2:28][CH2:29][CH3:30])[C:20](=[O:26])[NH:21][C:22]=5[CH:23]=[CH:24][CH:25]=3)[C:10](=[O:34])[C:9]=2[CH2:8][O:7][C:6]1=[O:35])(=O)C.NN.Cl. The catalyst is CO. The product is [CH2:27]([N:19]1[C:18]2=[C:13]3[CH2:12][N:11]4[C:31](=[CH:32][C:33]5[C@:5]([CH2:36][CH3:37])([OH:4])[C:6](=[O:35])[O:7][CH2:8][C:9]=5[C:10]4=[O:34])[C:14]3=[N:15][C:16]3[C:17]2=[C:22]([CH:23]=[CH:24][CH:25]=3)[NH:21][C:20]1=[O:26])[CH2:28][CH2:29][CH3:30]. The yield is 0.580. (2) The reactants are [C:1]1([N:7]=[C:8]=[O:9])[CH:6]=[CH:5][CH:4]=[CH:3][CH:2]=1.Cl.[S:11]1[CH:15]=[CH:14][CH:13]=[C:12]1[C:16]1[N:20]=[C:19]([CH:21]2[CH2:26][CH2:25][NH2+:24][CH2:23][CH2:22]2)[O:18][N:17]=1. The catalyst is N1C=CC=CC=1. The product is [C:1]1([NH:7][C:8]([N:24]2[CH2:25][CH2:26][CH:21]([C:19]3[O:18][N:17]=[C:16]([C:12]4[S:11][CH:15]=[CH:14][CH:13]=4)[N:20]=3)[CH2:22][CH2:23]2)=[O:9])[CH:6]=[CH:5][CH:4]=[CH:3][CH:2]=1. The yield is 0.370. (3) The reactants are [OH:1][CH:2]1[CH2:7][CH2:6][N:5]([C:8]([O:10][C:11]([CH3:14])([CH3:13])[CH3:12])=[O:9])[CH2:4][CH2:3]1.ClC(Cl)(O[C:19](=[O:25])OC(Cl)(Cl)Cl)Cl.[CH:27]([N:30]1[CH2:35][CH2:34][NH:33][CH2:32][CH2:31]1)([CH3:29])[CH3:28]. The catalyst is C(Cl)Cl.CN(C1C=CN=CC=1)C. The product is [CH:27]([N:30]1[CH2:35][CH2:34][N:33]([C:19]([O:1][CH:2]2[CH2:3][CH2:4][N:5]([C:8]([O:10][C:11]([CH3:14])([CH3:13])[CH3:12])=[O:9])[CH2:6][CH2:7]2)=[O:25])[CH2:32][CH2:31]1)([CH3:29])[CH3:28]. The yield is 0.990.